From a dataset of Full USPTO retrosynthesis dataset with 1.9M reactions from patents (1976-2016). Predict the reactants needed to synthesize the given product. (1) Given the product [F:29][C:26]1[CH:27]=[CH:28][C:23]([O:22][C:21](=[O:30])[N:20]([C@H:10]2[C@H:11]([C:13]3[CH:14]=[CH:15][C:16]([Cl:19])=[CH:17][CH:18]=3)[CH2:12][NH:8][CH2:9]2)[CH2:31][CH3:32])=[CH:24][CH:25]=1, predict the reactants needed to synthesize it. The reactants are: C([N:8]1[CH2:12][C@@H:11]([C:13]2[CH:18]=[CH:17][C:16]([Cl:19])=[CH:15][CH:14]=2)[C@H:10]([N:20]([CH2:31][CH3:32])[C:21](=[O:30])[O:22][C:23]2[CH:28]=[CH:27][C:26]([F:29])=[CH:25][CH:24]=2)[CH2:9]1)C1C=CC=CC=1.CCN(C(C)C)C(C)C.ClC(OC(Cl)C)=O. (2) Given the product [N:27]1([C:25]([C:15]2[CH:16]=[C:17]([C:19]3[CH:20]=[CH:21][CH:22]=[CH:23][CH:24]=3)[CH:18]=[C:13]([NH:12][C:2]3[N:7]=[C:6]([C:8]([F:11])([F:10])[F:9])[CH:5]=[CH:4][N:3]=3)[CH:14]=2)=[O:26])[CH2:28][CH2:29][O:30][CH2:31][CH2:32]1, predict the reactants needed to synthesize it. The reactants are: Cl[C:2]1[N:7]=[C:6]([C:8]([F:11])([F:10])[F:9])[CH:5]=[CH:4][N:3]=1.[NH2:12][C:13]1[CH:14]=[C:15]([C:25]([N:27]2[CH2:32][CH2:31][O:30][CH2:29][CH2:28]2)=[O:26])[CH:16]=[C:17]([C:19]2[CH:24]=[CH:23][CH:22]=[CH:21][CH:20]=2)[CH:18]=1.CC(C)([O-])C.[Na+].C1C=CC(P(C2C(C3C(P(C4C=CC=CC=4)C4C=CC=CC=4)=CC=C4C=3C=CC=C4)=C3C(C=CC=C3)=CC=2)C2C=CC=CC=2)=CC=1. (3) Given the product [F:31][C:4]1[CH:3]=[C:2]([NH:1][C:36]([NH:35][CH:32]([CH3:34])[CH3:33])=[O:37])[CH:30]=[CH:29][C:5]=1[O:6][C:7]1[CH:12]=[CH:11][N:10]=[C:9]2[CH:13]=[C:14]([C:16]3[CH:17]=[CH:18][C:19]([C:22]([N:24]4[CH2:28][CH2:27][CH2:26][CH2:25]4)=[O:23])=[CH:20][CH:21]=3)[S:15][C:8]=12, predict the reactants needed to synthesize it. The reactants are: [NH2:1][C:2]1[CH:30]=[CH:29][C:5]([O:6][C:7]2[CH:12]=[CH:11][N:10]=[C:9]3[CH:13]=[C:14]([C:16]4[CH:21]=[CH:20][C:19]([C:22]([N:24]5[CH2:28][CH2:27][CH2:26][CH2:25]5)=[O:23])=[CH:18][CH:17]=4)[S:15][C:8]=23)=[C:4]([F:31])[CH:3]=1.[CH:32]([N:35]=[C:36]=[O:37])([CH3:34])[CH3:33]. (4) Given the product [C:1]([O:4][CH2:7][C:8]1[CH:13]=[CH:12][CH:11]=[C:10]([C:14](=[O:35])[C:15](=[C:26]2[NH:27][C:28]3[CH:34]=[CH:33][CH:32]=[CH:31][C:29]=3[NH:30]2)[C:16]([C:18]2[CH:23]=[C:22]([F:24])[CH:21]=[C:20]([F:25])[CH:19]=2)=[O:17])[CH:9]=1)(=[O:3])[CH3:2], predict the reactants needed to synthesize it. The reactants are: [C:1]([O-:4])(=[O:3])[CH3:2].[K+].Cl[CH2:7][C:8]1[CH:9]=[C:10]([C:14](=[O:35])[C:15](=[C:26]2[NH:30][C:29]3[CH:31]=[CH:32][CH:33]=[CH:34][C:28]=3[NH:27]2)[C:16]([C:18]2[CH:23]=[C:22]([F:24])[CH:21]=[C:20]([F:25])[CH:19]=2)=[O:17])[CH:11]=[CH:12][CH:13]=1.[Cl-].[NH4+]. (5) Given the product [C:32]([O:31][C@@H:10]1[C:11]2[C:12](=[N:13][CH:14]=[CH:15][CH:16]=2)[C@H:17]([O:20][Si:21]([CH:25]([CH3:27])[CH3:26])([CH:28]([CH3:30])[CH3:29])[CH:22]([CH3:23])[CH3:24])[CH2:18][CH2:19][C@H:9]1[C:3]1[CH:4]=[CH:5][CH:6]=[C:7]([F:8])[C:2]=1[F:1])(=[O:34])[CH3:33], predict the reactants needed to synthesize it. The reactants are: [F:1][C:2]1[C:7]([F:8])=[CH:6][CH:5]=[CH:4][C:3]=1[C@@H:9]1[CH2:19][CH2:18][C@@H:17]([O:20][Si:21]([CH:28]([CH3:30])[CH3:29])([CH:25]([CH3:27])[CH3:26])[CH:22]([CH3:24])[CH3:23])[C:12]2=[N:13][CH:14]=[CH:15][CH:16]=[C:11]2[C@H:10]1[OH:31].[C:32](OC(=O)C)(=[O:34])[CH3:33].C(N(CC)CC)C.